From a dataset of Full USPTO retrosynthesis dataset with 1.9M reactions from patents (1976-2016). Predict the reactants needed to synthesize the given product. (1) Given the product [CH2:1]([O:3][C:4](=[O:30])[CH:5]([NH2:16])[CH2:6][C:7]1[CH:12]=[CH:11][CH:10]=[C:9]([N+:13]([O-:15])=[O:14])[CH:8]=1)[CH3:2], predict the reactants needed to synthesize it. The reactants are: [CH2:1]([O:3][C:4](=[O:30])[CH:5]([N:16]=C(C1C=CC=CC=1)C1C=CC=CC=1)[CH2:6][C:7]1[CH:12]=[CH:11][CH:10]=[C:9]([N+:13]([O-:15])=[O:14])[CH:8]=1)[CH3:2].Cl. (2) Given the product [Br:1][C:2]1[CH:12]=[N:11][C:5]2[N:6]=[C:7]([Cl:24])[N:8]=[CH:9][C:4]=2[CH:3]=1, predict the reactants needed to synthesize it. The reactants are: [Br:1][C:2]1[CH:12]=[N:11][C:5]2[N:6]=[C:7](O)[N:8]=[CH:9][C:4]=2[CH:3]=1.C(N(C(C)C)CC)(C)C.P(Cl)(Cl)([Cl:24])=O. (3) Given the product [Cl:25][C:26]1[CH:27]=[C:28]2[C:32](=[CH:33][CH:34]=1)[N:31]([S:35]([C:38]1[CH:44]=[CH:43][C:41]([CH3:42])=[CH:40][CH:39]=1)(=[O:37])=[O:36])[C:30]([F:21])=[CH:29]2, predict the reactants needed to synthesize it. The reactants are: [B-](F)(F)(F)F.[B-](F)(F)(F)F.C1[N+]2(CCl)CC[N+]([F:21])(CC2)C1.C(#N)C.[Cl:25][C:26]1[CH:27]=[C:28]2[C:32](=[CH:33][CH:34]=1)[N:31]([S:35]([C:38]1[CH:44]=[CH:43][C:41]([CH3:42])=[CH:40][CH:39]=1)(=[O:37])=[O:36])[C:30]([Sn](C)(C)C)=[CH:29]2. (4) The reactants are: [O:1]=[C:2]([N:14]1[CH2:19][CH2:18][NH:17][CH2:16][CH2:15]1)[CH2:3][N:4]1[C:12](=[O:13])[C:11]2[C:6](=[N:7][CH:8]=[CH:9][CH:10]=2)[S:5]1.Cl[C:21]([O:23][C:24]1[CH:29]=[CH:28][C:27]([N+:30]([O-:32])=[O:31])=[CH:26][CH:25]=1)=[O:22]. Given the product [O:13]=[C:12]1[C:11]2[C:6](=[N:7][CH:8]=[CH:9][CH:10]=2)[S:5][N:4]1[CH2:3][C:2]([N:14]1[CH2:19][CH2:18][N:17]([C:21]([O:23][C:24]2[CH:25]=[CH:26][C:27]([N+:30]([O-:32])=[O:31])=[CH:28][CH:29]=2)=[O:22])[CH2:16][CH2:15]1)=[O:1], predict the reactants needed to synthesize it. (5) Given the product [Cl:24][C:20]1[N:19]=[C:18]([O:17][C:13]2[CH:14]=[C:15]([CH3:16])[C:7]3[CH:6]([CH2:5][C:4]([OH:25])=[O:3])[O:10][B:9]([OH:11])[C:8]=3[CH:12]=2)[CH:23]=[N:22][CH:21]=1, predict the reactants needed to synthesize it. The reactants are: C([O:3][C:4](=[O:25])[CH2:5][CH:6]1[O:10][B:9]([OH:11])[C:8]2[CH:12]=[C:13]([O:17][C:18]3[CH:23]=[N:22][CH:21]=[C:20]([Cl:24])[N:19]=3)[CH:14]=[C:15]([CH3:16])[C:7]1=2)C.[Li+].[OH-].Cl. (6) Given the product [Br:1][C:2]1[CH:7]=[C:6]([O:8][C:9]2[CH:10]=[C:11]([CH:15]=[CH:16][CH:17]=2)[C:12]([NH:42][C:43]2[CH:44]=[C:45]([CH3:49])[CH:46]=[CH:47][CH:48]=2)=[O:14])[CH:5]=[CH:4][N:3]=1, predict the reactants needed to synthesize it. The reactants are: [Br:1][C:2]1[CH:7]=[C:6]([O:8][C:9]2[CH:10]=[C:11]([CH:15]=[CH:16][CH:17]=2)[C:12]([OH:14])=O)[CH:5]=[CH:4][N:3]=1.CN(C(ON1N=NC2C=CC=NC1=2)=[N+](C)C)C.F[P-](F)(F)(F)(F)F.[NH2:42][C:43]1[CH:48]=[CH:47][CH:46]=[C:45]([CH3:49])[CH:44]=1.C(N(CC)C(C)C)(C)C.